Dataset: NCI-60 drug combinations with 297,098 pairs across 59 cell lines. Task: Regression. Given two drug SMILES strings and cell line genomic features, predict the synergy score measuring deviation from expected non-interaction effect. (1) Drug 1: CN(C(=O)NC(C=O)C(C(C(CO)O)O)O)N=O. Drug 2: N.N.Cl[Pt+2]Cl. Cell line: UACC62. Synergy scores: CSS=44.4, Synergy_ZIP=-3.22, Synergy_Bliss=-3.32, Synergy_Loewe=-4.50, Synergy_HSA=0.507. (2) Drug 1: CC12CCC3C(C1CCC2=O)CC(=C)C4=CC(=O)C=CC34C. Drug 2: CCC1(C2=C(COC1=O)C(=O)N3CC4=CC5=C(C=CC(=C5CN(C)C)O)N=C4C3=C2)O.Cl. Cell line: EKVX. Synergy scores: CSS=13.3, Synergy_ZIP=0.586, Synergy_Bliss=1.80, Synergy_Loewe=3.53, Synergy_HSA=2.65.